This data is from Reaction yield outcomes from USPTO patents with 853,638 reactions. The task is: Predict the reaction yield, written as a fraction of the theoretical maximum amount of product (1.0 means a 100% yield; for example, 0.34 means a 34% yield). (1) The reactants are C([N:4]1[CH2:19][CH2:18][C:7]2[N:8]=[CH:9][N:10]=[C:11]([C:12]3[CH:17]=[CH:16][N:15]=[CH:14][CH:13]=3)[C:6]=2[CH2:5]1)(=O)C.Cl. No catalyst specified. The product is [N:15]1[CH:16]=[CH:17][C:12]([C:11]2[C:6]3[CH2:5][NH:4][CH2:19][CH2:18][C:7]=3[N:8]=[CH:9][N:10]=2)=[CH:13][CH:14]=1. The yield is 0.614. (2) The reactants are [Br:1][C:2]1[CH:11]=[CH:10][CH:9]=[C:8]2[C:3]=1[N:4]=[C:5](F)[C:6]([CH3:12])=[N:7]2.[CH:14]1([NH2:17])[CH2:16][CH2:15]1. The yield is 0.830. The product is [Br:1][C:2]1[CH:11]=[CH:10][CH:9]=[C:8]2[C:3]=1[N:4]=[C:5]([NH:17][CH:14]1[CH2:16][CH2:15]1)[C:6]([CH3:12])=[N:7]2. No catalyst specified. (3) The reactants are [CH:1]([N:5]1[CH:9]=[CH:8][C:7]([C:10]2[S:11][CH:12]=[C:13]([CH3:15])[CH:14]=2)=[N:6]1)([CH2:3][CH3:4])[CH3:2].[I:16]N1C(=O)CCC1=O.S([O-])([O-])(=O)=S.[Na+].[Na+].C(=O)([O-])[O-].[Na+].[Na+]. No catalyst specified. The product is [CH:1]([N:5]1[CH:9]=[C:8]([I:16])[C:7]([C:10]2[S:11][CH:12]=[C:13]([CH3:15])[CH:14]=2)=[N:6]1)([CH2:3][CH3:4])[CH3:2]. The yield is 0.780. (4) The reactants are [Cl:1][C:2]1[CH:3]=[C:4]([CH:9]=[CH:10][C:11]=1[O:12][CH:13]([CH3:15])[CH3:14])[C:5]([NH:7][OH:8])=[NH:6].[CH3:16][C:17]1[CH:25]=[N:24][CH:23]=[CH:22][C:18]=1[C:19](O)=O.C1C=CC2N(O)N=NC=2C=1.N=C=N.C(N(C(C)C)CC)(C)C. The catalyst is C(#N)C. The product is [Cl:1][C:2]1[CH:3]=[C:4]([C:5]2[N:6]=[C:19]([C:18]3[CH:22]=[CH:23][N:24]=[CH:25][C:17]=3[CH3:16])[O:8][N:7]=2)[CH:9]=[CH:10][C:11]=1[O:12][CH:13]([CH3:15])[CH3:14]. The yield is 0.100. (5) The reactants are [Br:1][C:2]1[CH:3]=[C:4]([CH:18]=[C:19]([N+:21]([O-])=O)[CH:20]=1)[C:5]([NH:7][CH2:8][CH2:9][O:10][CH2:11][CH2:12][O:13][CH2:14][CH2:15][O:16][CH3:17])=[O:6].CC(O)=O.C(OCC)C. The catalyst is C1COCC1.[Pt]. The product is [NH2:21][C:19]1[CH:18]=[C:4]([CH:3]=[C:2]([Br:1])[CH:20]=1)[C:5]([NH:7][CH2:8][CH2:9][O:10][CH2:11][CH2:12][O:13][CH2:14][CH2:15][O:16][CH3:17])=[O:6]. The yield is 0.900. (6) The reactants are [CH3:1][O:2][C:3](=[O:23])[C@H:4]([N:6]1[C:14]2[C:9](=[CH:10][C:11]([O:15]CC3C=CC=CC=3)=[CH:12][CH:13]=2)[CH:8]=[CH:7]1)[CH3:5].C([O-])=O.[NH4+]. The catalyst is C(O)C.C(O)C.O.[OH-].[Pd+2].[OH-]. The product is [CH3:1][O:2][C:3](=[O:23])[C@H:4]([N:6]1[C:14]2[C:9](=[CH:10][C:11]([OH:15])=[CH:12][CH:13]=2)[CH:8]=[CH:7]1)[CH3:5]. The yield is 0.980. (7) The reactants are Br[C:2]1[C:10]2[N:9]=[C:8]([CH3:11])[N:7]([CH2:12][C:13]3[CH:18]=[CH:17][CH:16]=[C:15]([Cl:19])[C:14]=3[Cl:20])[C:6]=2[CH:5]=[C:4]([N:21]2[CH2:26][CH2:25][O:24][CH2:23][CH2:22]2)[CH:3]=1.O.[CH3:28][N:29](C=O)C. The catalyst is C1C=CC(/C=C/C(/C=C/C2C=CC=CC=2)=O)=CC=1.C1C=CC(/C=C/C(/C=C/C2C=CC=CC=2)=O)=CC=1.[Pd].C1C=CC(P(C2C=CC=CC=2)[C-]2C=CC=C2)=CC=1.C1C=CC(P(C2C=CC=CC=2)[C-]2C=CC=C2)=CC=1.[Fe+2].[C-]#N.[C-]#N.[Zn+2].[Zn]. The product is [Cl:20][C:14]1[C:15]([Cl:19])=[CH:16][CH:17]=[CH:18][C:13]=1[CH2:12][N:7]1[C:6]2[CH:5]=[C:4]([N:21]3[CH2:26][CH2:25][O:24][CH2:23][CH2:22]3)[CH:3]=[C:2]([C:28]#[N:29])[C:10]=2[N:9]=[C:8]1[CH3:11]. The yield is 0.450.